This data is from Forward reaction prediction with 1.9M reactions from USPTO patents (1976-2016). The task is: Predict the product of the given reaction. (1) Given the reactants [Br:1][C:2]1[CH:3]=[C:4]([NH2:11])[C:5]2[CH:6]=[CH:7][NH:8][C:9]=2[CH:10]=1.[CH3:12][O:13][C:14]1[CH:19]=[CH:18][C:17]([S:20](Cl)(=[O:22])=[O:21])=[CH:16][CH:15]=1, predict the reaction product. The product is: [Br:1][C:2]1[CH:10]=[C:9]2[C:5]([CH:6]=[CH:7][NH:8]2)=[C:4]([NH:11][S:20]([C:17]2[CH:16]=[CH:15][C:14]([O:13][CH3:12])=[CH:19][CH:18]=2)(=[O:22])=[O:21])[CH:3]=1. (2) The product is: [CH2:24]([N:31]1[CH2:38][CH2:37][C:34]([CH2:35][C:2]2[CH:7]=[C:6]([CH3:8])[CH:5]=[CH:4][C:3]=2[F:9])([OH:36])[CH2:33][CH2:32]1)[C:25]1[CH:26]=[CH:27][CH:28]=[CH:29][CH:30]=1. Given the reactants Br[C:2]1[CH:7]=[C:6]([CH3:8])[CH:5]=[CH:4][C:3]=1[F:9].[Li]CCCC.B(F)(F)F.CCOCC.[CH2:24]([N:31]1[CH2:38][CH2:37][C:34]2([O:36][CH2:35]2)[CH2:33][CH2:32]1)[C:25]1[CH:30]=[CH:29][CH:28]=[CH:27][CH:26]=1, predict the reaction product.